From a dataset of Full USPTO retrosynthesis dataset with 1.9M reactions from patents (1976-2016). Predict the reactants needed to synthesize the given product. (1) Given the product [I:1][C:2]1[CH:19]=[C:18]([I:20])[CH:17]=[C:16]([I:21])[C:3]=1[O:4][CH2:5][CH2:6][CH2:7][CH2:8][CH2:9][CH2:10][C:11]([OH:13])=[O:12], predict the reactants needed to synthesize it. The reactants are: [I:1][C:2]1[CH:19]=[C:18]([I:20])[CH:17]=[C:16]([I:21])[C:3]=1[O:4][CH2:5][CH2:6][CH2:7][CH2:8][CH2:9][CH2:10][C:11]([O:13]CC)=[O:12].[OH-].[Na+]. (2) Given the product [CH:1]([N:14]1[CH2:18][CH:17]([OH:19])[CH2:15]1)([C:8]1[CH:9]=[CH:10][CH:11]=[CH:12][CH:13]=1)[C:2]1[CH:7]=[CH:6][CH:5]=[CH:4][CH:3]=1, predict the reactants needed to synthesize it. The reactants are: [CH:1]([NH2:14])([C:8]1[CH:13]=[CH:12][CH:11]=[CH:10][CH:9]=1)[C:2]1[CH:7]=[CH:6][CH:5]=[CH:4][CH:3]=1.[CH2:15]([CH:17]1[O:19][CH2:18]1)Cl. (3) Given the product [ClH:28].[CH:1]([NH:4][C:5]([N:7]1[CH2:12][CH2:11][CH:10]([CH2:13][N:14]2[CH2:19][CH2:18][C@H:17]([NH:20][C:21](=[O:32])[C:22]3[CH:27]=[C:26]([Cl:28])[C:25]([NH2:29])=[CH:24][C:23]=3[O:30][CH3:31])[C@H:16]([O:33][CH3:34])[CH2:15]2)[CH2:9][CH2:8]1)=[O:6])([CH3:3])[CH3:2], predict the reactants needed to synthesize it. The reactants are: [CH:1]([NH:4][C:5]([N:7]1[CH2:12][CH2:11][CH:10]([CH2:13][N:14]2[CH2:19][CH2:18][C@H:17]([NH:20][C:21](=[O:32])[C:22]3[CH:27]=[C:26]([Cl:28])[C:25]([NH2:29])=[CH:24][C:23]=3[O:30][CH3:31])[C@H:16]([O:33][CH3:34])[CH2:15]2)[CH2:9][CH2:8]1)=[O:6])([CH3:3])[CH3:2].Cl. (4) Given the product [CH2:41]([O:43][C:44](=[O:57])[C@H:45]([OH:56])[C@H:46]([NH:55][C:12](=[O:14])[C:11]1[CH:10]=[CH:9][C:8]([N:4]2[C:5](=[O:7])[CH2:6][C:2]([CH3:1])=[N:3]2)=[CH:16][CH:15]=1)[CH2:47][C:48]1[CH:53]=[CH:52][CH:51]=[CH:50][C:49]=1[Cl:54])[CH3:42], predict the reactants needed to synthesize it. The reactants are: [CH3:1][C:2]1[CH2:6][C:5](=[O:7])[N:4]([C:8]2[CH:16]=[CH:15][C:11]([C:12]([OH:14])=O)=[CH:10][CH:9]=2)[N:3]=1.CN(C(ON1N=NC2C=CC=NC1=2)=[N+](C)C)C.F[P-](F)(F)(F)(F)F.[CH2:41]([O:43][C:44](=[O:57])[C@H:45]([OH:56])[C@H:46]([NH2:55])[CH2:47][C:48]1[CH:53]=[CH:52][CH:51]=[CH:50][C:49]=1[Cl:54])[CH3:42].CCN(C(C)C)C(C)C. (5) Given the product [CH:14]1([CH:8]2[CH2:9][N:10]([CH3:13])[CH:11]([CH3:12])[C:5]3[CH:4]=[CH:3][C:2]([NH:26][C:24]4[CH:23]=[CH:22][C:21]([C:27]5[CH:28]=[N:29][N:30]([CH3:32])[CH:31]=5)=[C:20]([O:19][CH3:18])[N:25]=4)=[N:17][C:6]=3[O:7]2)[CH2:16][CH2:15]1, predict the reactants needed to synthesize it. The reactants are: Cl[C:2]1[CH:3]=[CH:4][C:5]2[CH:11]([CH3:12])[N:10]([CH3:13])[CH2:9][CH:8]([CH:14]3[CH2:16][CH2:15]3)[O:7][C:6]=2[N:17]=1.[CH3:18][O:19][C:20]1[N:25]=[C:24]([NH2:26])[CH:23]=[CH:22][C:21]=1[C:27]1[CH:28]=[N:29][N:30]([CH3:32])[CH:31]=1.C1C=CC(P(C2C(C3C(P(C4C=CC=CC=4)C4C=CC=CC=4)=CC=C4C=3C=CC=C4)=C3C(C=CC=C3)=CC=2)C2C=CC=CC=2)=CC=1.CC(C)([O-])C.[Na+].C(=O)=O. (6) Given the product [C:23]([CH2:22][C:17]1[CH:18]=[CH:19][CH:20]=[CH:21][C:16]=1[C:2]#[C:1][C:3]1[CH:8]=[CH:7][C:6]([CH2:9][CH2:10][C:11]([O:13][CH3:14])=[O:12])=[CH:5][CH:4]=1)#[N:24], predict the reactants needed to synthesize it. The reactants are: [C:1]([C:3]1[CH:8]=[CH:7][C:6]([CH2:9][CH2:10][C:11]([O:13][CH3:14])=[O:12])=[CH:5][CH:4]=1)#[CH:2].I[C:16]1[CH:21]=[CH:20][CH:19]=[CH:18][C:17]=1[CH2:22][C:23]#[N:24]. (7) Given the product [CH2:26]([O:28][C:29](=[O:40])[CH:30]([CH2:36][CH2:37][CH2:38][N:22]1[CH2:21][CH2:20][N:19]([C:16]2[S:17][CH:18]=[C:14]([C:6]3[CH:5]=[CH:4][C:3]4[C:2]([CH3:25])([CH3:1])[CH2:11][CH2:10][C:9]([CH3:12])([CH3:13])[C:8]=4[CH:7]=3)[N:15]=2)[CH2:24][CH2:23]1)[C:31]([O:33][CH2:34][CH3:35])=[O:32])[CH3:27], predict the reactants needed to synthesize it. The reactants are: [CH3:1][C:2]1([CH3:25])[CH2:11][CH2:10][C:9]([CH3:13])([CH3:12])[C:8]2[CH:7]=[C:6]([C:14]3[N:15]=[C:16]([N:19]4[CH2:24][CH2:23][NH:22][CH2:21][CH2:20]4)[S:17][CH:18]=3)[CH:5]=[CH:4][C:3]1=2.[CH2:26]([O:28][C:29](=[O:40])[CH:30]([CH2:36][CH2:37][CH2:38]Cl)[C:31]([O:33][CH2:34][CH3:35])=[O:32])[CH3:27].C(N(CC)CC)C. (8) Given the product [F:1][C:2]1[CH:7]=[CH:6][CH:5]=[CH:4][C:3]=1[S:8]([NH:11][C:12]1[CH:13]=[C:14]([CH:31]=[CH:32][CH:33]=1)[C:15]([NH:17][CH:18]1[CH:19]2[CH2:20][C:21]3([C:28]([NH2:44])=[O:30])[CH2:22][CH:23]([CH2:24][CH:25]1[CH2:26]3)[CH2:27]2)=[O:16])(=[O:9])=[O:10], predict the reactants needed to synthesize it. The reactants are: [F:1][C:2]1[CH:7]=[CH:6][CH:5]=[CH:4][C:3]=1[S:8]([NH:11][C:12]1[CH:13]=[C:14]([CH:31]=[CH:32][CH:33]=1)[C:15]([NH:17][CH:18]1[CH:25]2[CH2:26][C:21]3([C:28]([OH:30])=O)[CH2:22][CH:23]([CH2:27][CH:19]1[CH2:20]3)[CH2:24]2)=[O:16])(=[O:10])=[O:9].C(Cl)CCl.C1C=CC2N(O)N=[N:44]C=2C=1.O.N. (9) Given the product [N:1]1([CH2:7][C:8]2[CH:13]=[CH:12][C:11]3[NH:14][C:24]([C:20]4[C:19]([N+:16]([O-:18])=[O:17])=[CH:23][NH:22][N:21]=4)=[N:15][C:10]=3[CH:9]=2)[CH2:6][CH2:5][O:4][CH2:3][CH2:2]1, predict the reactants needed to synthesize it. The reactants are: [N:1]1([CH2:7][C:8]2[CH:9]=[C:10]([NH2:15])[C:11]([NH2:14])=[CH:12][CH:13]=2)[CH2:6][CH2:5][O:4][CH2:3][CH2:2]1.[N+:16]([C:19]1[C:20]([C:24](O)=O)=[N:21][NH:22][CH:23]=1)([O-:18])=[O:17]. (10) The reactants are: [Cl:1][C:2]1[CH:7]=[C:6](I)[C:5]([F:9])=[CH:4][N:3]=1.Cl.[F:11][C:12]1([F:18])[CH2:17][CH2:16][NH:15][CH2:14][CH2:13]1.CC1(C)C2C(=C(P(C3C=CC=CC=3)C3C=CC=CC=3)C=CC=2)OC2C(P(C3C=CC=CC=3)C3C=CC=CC=3)=CC=CC1=2.C([O-])([O-])=O.[Cs+].[Cs+]. Given the product [Cl:1][C:2]1[CH:7]=[C:6]([N:15]2[CH2:16][CH2:17][C:12]([F:18])([F:11])[CH2:13][CH2:14]2)[C:5]([F:9])=[CH:4][N:3]=1, predict the reactants needed to synthesize it.